From a dataset of Reaction yield outcomes from USPTO patents with 853,638 reactions. Predict the reaction yield, written as a fraction of the theoretical maximum amount of product (1.0 means a 100% yield; for example, 0.34 means a 34% yield). The reactants are [C:1]([C:4]1[CH:9]=[CH:8][C:7]([S:10](Cl)(=[O:12])=[O:11])=[CH:6][CH:5]=1)(=[O:3])[CH3:2].[NH:14]1[CH2:19][CH2:18][CH2:17][CH2:16][CH2:15]1.C(N(CC)CC)C. The catalyst is O1CCCC1.[Cl-].[Na+].O. The product is [N:14]1([S:10]([C:7]2[CH:8]=[CH:9][C:4]([C:1](=[O:3])[CH3:2])=[CH:5][CH:6]=2)(=[O:12])=[O:11])[CH2:19][CH2:18][CH2:17][CH2:16][CH2:15]1. The yield is 0.940.